The task is: Regression. Given two drug SMILES strings and cell line genomic features, predict the synergy score measuring deviation from expected non-interaction effect.. This data is from NCI-60 drug combinations with 297,098 pairs across 59 cell lines. (1) Drug 1: C1=C(C(=O)NC(=O)N1)N(CCCl)CCCl. Drug 2: C(CC(=O)O)C(=O)CN.Cl. Cell line: OVCAR3. Synergy scores: CSS=15.7, Synergy_ZIP=-11.3, Synergy_Bliss=-5.84, Synergy_Loewe=-7.69, Synergy_HSA=-4.10. (2) Drug 1: CC1=C(C=C(C=C1)NC2=NC=CC(=N2)N(C)C3=CC4=NN(C(=C4C=C3)C)C)S(=O)(=O)N.Cl. Drug 2: COCCOC1=C(C=C2C(=C1)C(=NC=N2)NC3=CC=CC(=C3)C#C)OCCOC.Cl. Cell line: SK-OV-3. Synergy scores: CSS=17.1, Synergy_ZIP=7.92, Synergy_Bliss=11.7, Synergy_Loewe=5.17, Synergy_HSA=9.97. (3) Drug 1: C1CN(CCN1C(=O)CCBr)C(=O)CCBr. Drug 2: COC1=C2C(=CC3=C1OC=C3)C=CC(=O)O2. Cell line: A498. Synergy scores: CSS=11.7, Synergy_ZIP=-4.00, Synergy_Bliss=-2.87, Synergy_Loewe=-0.874, Synergy_HSA=-1.11. (4) Drug 1: CC1=C(N=C(N=C1N)C(CC(=O)N)NCC(C(=O)N)N)C(=O)NC(C(C2=CN=CN2)OC3C(C(C(C(O3)CO)O)O)OC4C(C(C(C(O4)CO)O)OC(=O)N)O)C(=O)NC(C)C(C(C)C(=O)NC(C(C)O)C(=O)NCCC5=NC(=CS5)C6=NC(=CS6)C(=O)NCCC[S+](C)C)O. Drug 2: CN(CC1=CN=C2C(=N1)C(=NC(=N2)N)N)C3=CC=C(C=C3)C(=O)NC(CCC(=O)O)C(=O)O. Cell line: CCRF-CEM. Synergy scores: CSS=48.2, Synergy_ZIP=0.782, Synergy_Bliss=1.25, Synergy_Loewe=-25.9, Synergy_HSA=1.25. (5) Drug 1: CC(C1=C(C=CC(=C1Cl)F)Cl)OC2=C(N=CC(=C2)C3=CN(N=C3)C4CCNCC4)N. Drug 2: B(C(CC(C)C)NC(=O)C(CC1=CC=CC=C1)NC(=O)C2=NC=CN=C2)(O)O. Cell line: OVCAR-4. Synergy scores: CSS=-2.39, Synergy_ZIP=0.758, Synergy_Bliss=-3.71, Synergy_Loewe=-3.56, Synergy_HSA=-4.96. (6) Drug 1: C1=CC(=CC=C1CCC2=CNC3=C2C(=O)NC(=N3)N)C(=O)NC(CCC(=O)O)C(=O)O. Drug 2: C1=NC2=C(N1)C(=S)N=CN2. Cell line: U251. Synergy scores: CSS=34.2, Synergy_ZIP=-11.3, Synergy_Bliss=-11.4, Synergy_Loewe=-11.5, Synergy_HSA=-6.13. (7) Drug 1: C1=CC(=CC=C1CCCC(=O)O)N(CCCl)CCCl. Drug 2: N.N.Cl[Pt+2]Cl. Cell line: HT29. Synergy scores: CSS=5.50, Synergy_ZIP=-6.67, Synergy_Bliss=-1.20, Synergy_Loewe=-5.78, Synergy_HSA=-2.60.